This data is from Full USPTO retrosynthesis dataset with 1.9M reactions from patents (1976-2016). The task is: Predict the reactants needed to synthesize the given product. (1) Given the product [CH3:14][C:12]1([CH3:13])[CH2:11][CH2:10][C:5]2[C:6](=[C:7]([CH3:8])[C:2]([CH3:1])=[C:3]([OH:15])[CH:4]=2)[O:9]1, predict the reactants needed to synthesize it. The reactants are: [CH3:1][C:2]1[C:7]([CH3:8])=[C:6]([OH:9])[C:5]([CH2:10][CH:11]=[C:12]([CH3:14])[CH3:13])=[CH:4][C:3]=1[OH:15].B(F)(F)F.CCOCC. (2) Given the product [CH3:1][N:2]1[C:10]([C:11]2[CH:16]=[CH:15][C:14]([O:17][C:18]([F:19])([F:20])[F:21])=[CH:13][CH:12]=2)=[C:9]2[C:4]([C:5]3[CH:25]=[CH:24][C:23]([CH:26]=[O:27])=[CH:22][C:6]=3[CH:7]=[CH:8]2)=[N:3]1, predict the reactants needed to synthesize it. The reactants are: [CH3:1][N:2]1[C:10]([C:11]2[CH:16]=[CH:15][C:14]([O:17][C:18]([F:21])([F:20])[F:19])=[CH:13][CH:12]=2)=[C:9]2[C:4]([C:5]3[CH:25]=[CH:24][C:23]([CH2:26][OH:27])=[CH:22][C:6]=3[CH:7]=[CH:8]2)=[N:3]1. (3) Given the product [ClH:43].[F:42][C:38]1[CH:39]=[CH:40][CH:41]=[C:2]([F:1])[C:3]=1[CH2:4][O:5][C:6]1[C:7]2[N:8]([C:12]([C:16]([NH:18][C:19]([C:27]3[CH:31]=[N:30][NH:29][CH:28]=3)([CH2:20][OH:21])[CH2:24][OH:23])=[O:17])=[C:13]([CH3:15])[N:14]=2)[CH:9]=[CH:10][CH:11]=1, predict the reactants needed to synthesize it. The reactants are: [F:1][C:2]1[CH:41]=[CH:40][CH:39]=[C:38]([F:42])[C:3]=1[CH2:4][O:5][C:6]1[C:7]2[N:8]([C:12]([C:16]([NH:18][C:19]3([C:27]4[CH:28]=[N:29][N:30](C5CCCCO5)[CH:31]=4)[CH2:24][O:23]C(C)(C)[O:21][CH2:20]3)=[O:17])=[C:13]([CH3:15])[N:14]=2)[CH:9]=[CH:10][CH:11]=1.[ClH:43].O1CCOCC1. (4) Given the product [CH2:30]([N:24]1[CH2:25][C@H:10]2[C@:11]([C:12]([O:14][CH2:15][CH3:16])=[O:13])([C:2](=[O:1])[N:3]3[CH2:20][CH2:19][CH2:18][O:17][C:5]4[CH:6]=[CH:7][CH:8]=[C:9]2[C:4]3=4)[CH2:23]1)[C:31]1[CH:36]=[CH:35][CH:34]=[CH:33][CH:32]=1, predict the reactants needed to synthesize it. The reactants are: [O:1]=[C:2]1[C:11]([C:12]([O:14][CH2:15][CH3:16])=[O:13])=[CH:10][C:9]2[C:4]3=[C:5]([O:17][CH2:18][CH2:19][CH2:20][N:3]13)[CH:6]=[CH:7][CH:8]=2.CO[CH2:23][N:24]([CH2:30][C:31]1[CH:36]=[CH:35][CH:34]=[CH:33][CH:32]=1)[CH2:25][Si](C)(C)C.FC(F)(F)C(O)=O. (5) Given the product [CH:1]1([C:4]2[N:16]=[C:15]([C:10]3[CH:11]=[CH:12][CH:13]=[CH:14][C:9]=3[NH2:8])[S:17][CH:6]=2)[CH2:3][CH2:2]1, predict the reactants needed to synthesize it. The reactants are: [CH:1]1([C:4]([CH2:6]Br)=O)[CH2:3][CH2:2]1.[NH2:8][C:9]1[CH:14]=[CH:13][CH:12]=[CH:11][C:10]=1[C:15](=[S:17])[NH2:16]. (6) Given the product [Cl:1][C:2]1[CH:3]=[C:4]([C@@H:8]([C@@H:9]2[CH2:14][CH2:13][CH2:12][NH:11][CH2:10]2)[O:22][CH2:23][CH2:24][NH:25][C:26](=[O:27])[O:28][CH3:29])[CH:5]=[CH:6][CH:7]=1, predict the reactants needed to synthesize it. The reactants are: [Cl:1][C:2]1[CH:3]=[C:4]([C@H:8]([O:22][CH2:23][CH2:24][NH:25][C:26]([O:28][CH3:29])=[O:27])[C@@H:9]2[CH2:14][CH2:13][CH2:12][N:11](C(OC(C)(C)C)=O)[CH2:10]2)[CH:5]=[CH:6][CH:7]=1.C(=O)(O)[O-].[Na+]. (7) Given the product [C:1]([C:5]1[CH:10]=[CH:9][CH:8]=[CH:7][C:6]=1[N:11]1[CH2:12][CH2:13][N:14]([C:17]([C:19]2[CH:20]=[CH:21][C:22]([C:23]([OH:25])=[O:24])=[CH:27][CH:28]=2)=[O:18])[CH2:15][CH2:16]1)([CH3:4])([CH3:2])[CH3:3], predict the reactants needed to synthesize it. The reactants are: [C:1]([C:5]1[CH:10]=[CH:9][CH:8]=[CH:7][C:6]=1[N:11]1[CH2:16][CH2:15][N:14]([C:17]([C:19]2[CH:28]=[CH:27][C:22]([C:23]([O:25]C)=[O:24])=[CH:21][CH:20]=2)=[O:18])[CH2:13][CH2:12]1)([CH3:4])([CH3:3])[CH3:2].[OH-].[Na+].CO.Cl.